From a dataset of TCR-epitope binding with 47,182 pairs between 192 epitopes and 23,139 TCRs. Binary Classification. Given a T-cell receptor sequence (or CDR3 region) and an epitope sequence, predict whether binding occurs between them. (1) The epitope is KLSYGIATV. The TCR CDR3 sequence is CASSYSVDGVYGYTF. Result: 1 (the TCR binds to the epitope). (2) The epitope is KLGGALQAK. Result: 1 (the TCR binds to the epitope). The TCR CDR3 sequence is CASSQETGYGYTF. (3) The epitope is IPSINVHHY. The TCR CDR3 sequence is CASSSETAPNEKLFF. Result: 1 (the TCR binds to the epitope). (4) The epitope is RLRAEAQVK. The TCR CDR3 sequence is CASSLETGEISYGYTF. Result: 1 (the TCR binds to the epitope). (5) The TCR CDR3 sequence is CASSLERANNSPLHF. Result: 1 (the TCR binds to the epitope). The epitope is ISDYDYYRY. (6) The epitope is TFYLTNDVSFL. The TCR CDR3 sequence is CATSPITPTSGDYTGELFF. Result: 0 (the TCR does not bind to the epitope). (7) Result: 0 (the TCR does not bind to the epitope). The TCR CDR3 sequence is CASSPVRGRTEAFF. The epitope is KLVALGINAV. (8) The epitope is RAKFKQLL. The TCR CDR3 sequence is CASRPRGTTDTQYF. Result: 1 (the TCR binds to the epitope). (9) The TCR CDR3 sequence is CSVPGGSQETNEKLFF. The epitope is NEGVKAAW. Result: 1 (the TCR binds to the epitope).